Dataset: Catalyst prediction with 721,799 reactions and 888 catalyst types from USPTO. Task: Predict which catalyst facilitates the given reaction. (1) Reactant: [CH3:1][C:2](=[CH:4][CH2:5][CH2:6][C@H:7]([C@@H:9]1[C@:26]2([CH3:27])[C@H:12]([C:13]3[C@H:23]([CH2:24][CH2:25]2)[C@:21]2([CH3:22])[C:16]([CH2:17][C@@H:18]([OH:28])[CH2:19][CH2:20]2)=[CH:15][CH:14]=3)[CH2:11][CH2:10]1)[CH3:8])[CH3:3].C1(=O)CCCCC1.CC(C)[O-].[Al+3].CC(C)[O-].CC(C)[O-].O. Product: [CH3:1][C:2](=[CH:4][CH2:5][CH2:6][C@H:7]([C@@H:9]1[C@:26]2([CH3:27])[C@H:12]([C:13]3[C@H:23]([CH2:24][CH2:25]2)[C@:21]2([CH3:22])[C:16](=[CH:17][C:18](=[O:28])[CH2:19][CH2:20]2)[CH2:15][CH:14]=3)[CH2:11][CH2:10]1)[CH3:8])[CH3:3]. The catalyst class is: 11. (2) Reactant: [NH2:1][C:2]1[CH:9]=[CH:8][C:5]([C:6]#[N:7])=[CH:4][C:3]=1[F:10].C(=O)(O)[O-].[Na+].[C:16](Cl)([O:18][CH2:19][CH:20]1[C:32]2[C:27](=[CH:28][CH:29]=[CH:30][CH:31]=2)[C:26]2[C:21]1=[CH:22][CH:23]=[CH:24][CH:25]=2)=[O:17]. Product: [CH:31]1[C:32]2[CH:20]([CH2:19][O:18][C:16](=[O:17])[NH:1][C:2]3[CH:9]=[CH:8][C:5]([C:6]#[N:7])=[CH:4][C:3]=3[F:10])[C:21]3[C:26](=[CH:25][CH:24]=[CH:23][CH:22]=3)[C:27]=2[CH:28]=[CH:29][CH:30]=1. The catalyst class is: 10. (3) Reactant: Cl.Cl[CH2:3][CH2:4][N:5]([CH2:13][C:14]1[CH:19]=[CH:18][CH:17]=[CH:16][CH:15]=1)[CH2:6][C:7]1[CH:12]=[CH:11][CH:10]=[CH:9][CH:8]=1.[NH:20]1[CH:24]=[CH:23][N:22]=[N:21]1.[Li+].[Cl-].CC([O-])(C)C.[Na+]. Product: [CH2:6]([N:5]([CH2:13][C:14]1[CH:19]=[CH:18][CH:17]=[CH:16][CH:15]=1)[CH2:4][CH2:3][N:20]1[CH:24]=[CH:23][N:22]=[N:21]1)[C:7]1[CH:12]=[CH:11][CH:10]=[CH:9][CH:8]=1. The catalyst class is: 371. (4) Reactant: Cl.Cl.[CH2:3]1[C:12]2[C:7](=[CH:8][CH:9]=[N:10][CH:11]=2)[CH2:6][CH2:5][NH:4]1.F[C:14]1[CH:19]=[CH:18][C:17]([N+:20]([O-:22])=[O:21])=[CH:16][C:15]=1[CH3:23].C(N(CC)C(C)C)(C)C.O.[Cl-].[Na+].O. Product: [CH3:23][C:15]1[CH:16]=[C:17]([N+:20]([O-:22])=[O:21])[CH:18]=[CH:19][C:14]=1[N:10]1[CH2:9][CH2:8][C:7]2[C:12](=[CH:3][N:4]=[CH:5][CH:6]=2)[CH2:11]1. The catalyst class is: 16. (5) Product: [NH:1]([C:8]1[N:13]=[C:12]([C:14]2[N:18]([CH3:19])[C:17]([CH2:20][CH2:21][CH2:22][CH3:23])=[N:16][CH:15]=2)[CH:11]=[CH:10][N:9]=1)[C:2]1[CH:7]=[CH:6][CH:5]=[CH:4][CH:3]=1. The catalyst class is: 20. Reactant: [NH:1]([C:8]1[N:13]=[C:12]([C:14]2[N:18]([CH3:19])[C:17]([CH3:20])=[N:16][CH:15]=2)[CH:11]=[CH:10][N:9]=1)[C:2]1[CH:7]=[CH:6][CH:5]=[CH:4][CH:3]=1.[CH2:21]([Li])[CH2:22][CH2:23]C.CCCCCC.C(I)CC. (6) Reactant: [Cl:1][C:2]1[CH:3]=[C:4]2[C:10]3([CH2:15][CH2:14][N:13](C(OC(C)(C)C)=O)[CH2:12][CH2:11]3)[CH2:9][N:8]([C:23]3[C:24]4[C@H:31]([CH3:32])[CH2:30][CH2:29][C:25]=4[N:26]=[CH:27][N:28]=3)[C:5]2=[CH:6][CH:7]=1.[ClH:33]. Product: [ClH:1].[ClH:33].[Cl:1][C:2]1[CH:3]=[C:4]2[C:10]3([CH2:15][CH2:14][NH:13][CH2:12][CH2:11]3)[CH2:9][N:8]([C:23]3[C:24]4[C@H:31]([CH3:32])[CH2:30][CH2:29][C:25]=4[N:26]=[CH:27][N:28]=3)[C:5]2=[CH:6][CH:7]=1. The catalyst class is: 135. (7) Reactant: [OH:1][C:2]1[C:7]2[C@@:8]3([OH:45])[C@@:21]([O:25][CH3:26])([C@H:22]([OH:24])[CH2:23][C:6]=2[CH:5]=[C:4]([CH3:46])[C:3]=1[C:47](O)=[O:48])[C:20](=[O:27])[C:19]1[C:10](=[CH:11][C:12]2[C:13](=[O:43])[C:14]([NH:30][CH:31]4[C@H:36]([O:37][CH3:38])[C@H:35]([OH:39])[C@@H:34]([O:40][CH3:41])[C@H:33]([CH3:42])[O:32]4)=[CH:15][C:16](=[O:29])[C:17]=2[C:18]=1[OH:28])[C:9]3=[O:44].[NH2:50][C:51]1[CH:52]=[N:53][CH:54]=[CH:55][CH:56]=1.O.ON1C2C=CC=CC=2N=N1. Product: [OH:1][C:2]1[C:7]2[C@@:8]3([OH:45])[C@@:21]([O:25][CH3:26])([C@H:22]([OH:24])[CH2:23][C:6]=2[CH:5]=[C:4]([CH3:46])[C:3]=1[C:47]([NH:50][C:51]1[CH:52]=[N:53][CH:54]=[CH:55][CH:56]=1)=[O:48])[C:20](=[O:27])[C:19]1[C:10](=[CH:11][C:12]2[C:13](=[O:43])[C:14]([NH:30][CH:31]4[C@H:36]([O:37][CH3:38])[C@H:35]([OH:39])[C@@H:34]([O:40][CH3:41])[C@H:33]([CH3:42])[O:32]4)=[CH:15][C:16](=[O:29])[C:17]=2[C:18]=1[OH:28])[C:9]3=[O:44]. The catalyst class is: 1.